From a dataset of Full USPTO retrosynthesis dataset with 1.9M reactions from patents (1976-2016). Predict the reactants needed to synthesize the given product. (1) Given the product [CH3:11][C:12]1[CH:16]=[CH:15][S:14][C:13]=1[CH:17]=[C:3]1[C:4]2[C:9](=[CH:8][CH:7]=[CH:6][CH:5]=2)[NH:1][C:2]1=[O:10], predict the reactants needed to synthesize it. The reactants are: [NH:1]1[C:9]2[C:4](=[CH:5][CH:6]=[CH:7][CH:8]=2)[CH2:3][C:2]1=[O:10].[CH3:11][C:12]1[CH:16]=[CH:15][S:14][C:13]=1[CH:17]=O. (2) Given the product [CH3:26][C:25]1[CH:24]=[C:23]([CH3:27])[NH:22][C:21](=[O:28])[C:20]=1[CH2:19][NH:18][C:16](=[O:17])[C:15]1[CH:29]=[C:30]([C:32]2[CH:33]=[N:34][C:35]([N:1]3[CH2:6][CH2:5][O:4][CH2:3][CH2:2]3)=[N:36][CH:37]=2)[CH:31]=[C:13]([C:12]2[N:8]([CH3:7])[N:9]=[CH:10][C:11]=2[CH3:43])[C:14]=1[CH3:42], predict the reactants needed to synthesize it. The reactants are: [NH:1]1[CH2:6][CH2:5][O:4][CH2:3][CH2:2]1.[CH3:7][N:8]1[C:12]([C:13]2[C:14]([CH3:42])=[C:15]([CH:29]=[C:30]([C:32]3[CH:33]=[N:34][C:35](S(C)(=O)=O)=[N:36][CH:37]=3)[CH:31]=2)[C:16]([NH:18][CH2:19][C:20]2[C:21](=[O:28])[NH:22][C:23]([CH3:27])=[CH:24][C:25]=2[CH3:26])=[O:17])=[C:11]([CH3:43])[CH:10]=[N:9]1. (3) Given the product [CH3:18][C:16]([S:19]([NH:21][C:22]1([C:13]2[S:14][C:10]([CH3:9])=[CH:11][N:12]=2)[CH2:23][CH2:24][O:25][CH2:26][CH2:27]1)=[O:20])([CH3:15])[CH3:17], predict the reactants needed to synthesize it. The reactants are: C([N-]C(C)C)(C)C.[Li+].[CH3:9][C:10]1[S:14][CH:13]=[N:12][CH:11]=1.[CH3:15][C:16]([S:19]([N:21]=[C:22]1[CH2:27][CH2:26][O:25][CH2:24][CH2:23]1)=[O:20])([CH3:18])[CH3:17].C[Al](C)C.CCCCCCC. (4) Given the product [F:1][C:2]([F:14])([F:13])[C:3]1[CH:4]=[C:5]([S:9]([N:15]2[CH2:20][CH2:19][CH2:18][CH2:17][CH:16]2[CH2:21][OH:22])(=[O:11])=[O:10])[CH:6]=[CH:7][CH:8]=1, predict the reactants needed to synthesize it. The reactants are: [F:1][C:2]([F:14])([F:13])[C:3]1[CH:4]=[C:5]([S:9](Cl)(=[O:11])=[O:10])[CH:6]=[CH:7][CH:8]=1.[NH:15]1[CH2:20][CH2:19][CH2:18][CH2:17][CH:16]1[CH2:21][OH:22].C(N(CC)CC)C. (5) Given the product [CH3:16][C:10]1[CH:11]=[C:12]([CH3:15])[CH:13]=[CH:14][C:9]=1[CH2:8][N:7]1[C:2]([C:29]2[CH:28]=[CH:27][C:26]([O:25][C:24]3[CH:35]=[CH:36][C:21]([N+:18]([O-:20])=[O:19])=[CH:22][CH:23]=3)=[CH:31][CH:30]=2)=[CH:3][CH:4]=[CH:5][C:6]1=[O:17], predict the reactants needed to synthesize it. The reactants are: Br[C:2]1[N:7]([CH2:8][C:9]2[CH:14]=[CH:13][C:12]([CH3:15])=[CH:11][C:10]=2[CH3:16])[C:6](=[O:17])[CH:5]=[CH:4][CH:3]=1.[N+:18]([C:21]1[CH:36]=[CH:35][C:24]([O:25][C:26]2[CH:31]=[CH:30][C:29](B(O)O)=[CH:28][CH:27]=2)=[CH:23][CH:22]=1)([O-:20])=[O:19].C1(C)C=CC=CC=1.C(=O)([O-])[O-].[K+].[K+]. (6) Given the product [F:1][C:2]([F:10])([F:11])[CH2:3][CH2:4][C:5]([CH2:13][CH2:12][C:14](=[O:15])[CH3:16])([C:8]#[N:9])[C:6]#[N:7], predict the reactants needed to synthesize it. The reactants are: [F:1][C:2]([F:11])([F:10])[CH2:3][CH2:4][CH:5]([C:8]#[N:9])[C:6]#[N:7].[CH:12]([C:14]([CH3:16])=[O:15])=[CH2:13].C(=O)([O-])[O-].[K+].[K+].Cl.